From a dataset of Reaction yield outcomes from USPTO patents with 853,638 reactions. Predict the reaction yield, written as a fraction of the theoretical maximum amount of product (1.0 means a 100% yield; for example, 0.34 means a 34% yield). (1) The reactants are [CH3:1][C:2]1[CH:3]=[C:4]2[C:8](=[C:9]([NH:11][CH:12]3[CH2:17][CH2:16][CH:15]([C:18]([OH:20])=O)[CH2:14][CH2:13]3)[CH:10]=1)[NH:7][C:6]([C:21]1[CH:26]=[CH:25][CH:24]=[CH:23][CH:22]=1)=[CH:5]2.[N:27]1([CH2:33][CH2:34][NH2:35])[CH2:32][CH2:31][O:30][CH2:29][CH2:28]1.C(Cl)CCl.C1C=CC2N(O)N=NC=2C=1.[Cl-].[Na+]. The catalyst is CN(C)C=O. The product is [N:27]1([CH2:33][CH2:34][NH:35][C:18]([CH:15]2[CH2:16][CH2:17][CH:12]([NH:11][C:9]3[CH:10]=[C:2]([CH3:1])[CH:3]=[C:4]4[C:8]=3[NH:7][C:6]([C:21]3[CH:22]=[CH:23][CH:24]=[CH:25][CH:26]=3)=[CH:5]4)[CH2:13][CH2:14]2)=[O:20])[CH2:32][CH2:31][O:30][CH2:29][CH2:28]1. The yield is 1.00. (2) The reactants are [Br:1][C:2]1[C:11]2[C:6](=[CH:7][CH:8]=[CH:9][CH:10]=2)[C:5]([C:12]2[CH:17]=[CH:16][CH:15]=[CH:14][C:13]=2[CH:18]=[CH:19]OC)=[CH:4][CH:3]=1.CS(O)(=O)=O.C(=O)([O-])[O-].[K+].[K+]. The catalyst is ClCCl. The product is [Br:1][C:2]1[C:11]2[CH:10]=[CH:9][CH:8]=[CH:7][C:6]=2[C:5]2[C:12]3[CH:17]=[CH:16][CH:15]=[CH:14][C:13]=3[CH:18]=[CH:19][C:4]=2[CH:3]=1. The yield is 0.150. (3) The catalyst is CCO.O.[Fe]. The reactants are [Cl:1][C:2]1[CH:3]=[C:4]([C:8]2[O:16][C:15]3[CH:14]=[CH:13][N:12]([C:17]4[CH:22]=[CH:21][C:20]([N+:23]([O-])=O)=[C:19]([CH3:26])[CH:18]=4)[C:11](=[O:27])[C:10]=3[CH:9]=2)[CH:5]=[CH:6][CH:7]=1.[NH4+].[Cl-]. The product is [NH2:23][C:20]1[CH:21]=[CH:22][C:17]([N:12]2[CH:13]=[CH:14][C:15]3[O:16][C:8]([C:4]4[CH:5]=[CH:6][CH:7]=[C:2]([Cl:1])[CH:3]=4)=[CH:9][C:10]=3[C:11]2=[O:27])=[CH:18][C:19]=1[CH3:26]. The yield is 0.920.